Dataset: NCI-60 drug combinations with 297,098 pairs across 59 cell lines. Task: Regression. Given two drug SMILES strings and cell line genomic features, predict the synergy score measuring deviation from expected non-interaction effect. (1) Drug 1: C1CC(C1)(C(=O)O)C(=O)O.[NH2-].[NH2-].[Pt+2]. Drug 2: CC(C)(C#N)C1=CC(=CC(=C1)CN2C=NC=N2)C(C)(C)C#N. Cell line: RXF 393. Synergy scores: CSS=3.41, Synergy_ZIP=-0.465, Synergy_Bliss=-0.617, Synergy_Loewe=-0.115, Synergy_HSA=-0.606. (2) Drug 1: CC1=C(C(=CC=C1)Cl)NC(=O)C2=CN=C(S2)NC3=CC(=NC(=N3)C)N4CCN(CC4)CCO. Synergy scores: CSS=1.60, Synergy_ZIP=-1.87, Synergy_Bliss=-3.03, Synergy_Loewe=-6.76, Synergy_HSA=-2.53. Cell line: 786-0. Drug 2: C1=CC=C(C(=C1)C(C2=CC=C(C=C2)Cl)C(Cl)Cl)Cl. (3) Drug 1: CC1C(C(CC(O1)OC2CC(CC3=C2C(=C4C(=C3O)C(=O)C5=C(C4=O)C(=CC=C5)OC)O)(C(=O)CO)O)N)O.Cl. Cell line: SR. Synergy scores: CSS=51.0, Synergy_ZIP=-8.68, Synergy_Bliss=-9.56, Synergy_Loewe=-0.963, Synergy_HSA=-0.000934. Drug 2: CC1C(C(CC(O1)OC2CC(CC3=C2C(=C4C(=C3O)C(=O)C5=CC=CC=C5C4=O)O)(C(=O)C)O)N)O. (4) Drug 1: CN(C)C1=NC(=NC(=N1)N(C)C)N(C)C. Drug 2: C1=CC=C(C=C1)NC(=O)CCCCCCC(=O)NO. Cell line: MCF7. Synergy scores: CSS=15.9, Synergy_ZIP=-3.86, Synergy_Bliss=2.21, Synergy_Loewe=-19.4, Synergy_HSA=-0.818. (5) Drug 1: CC(C1=C(C=CC(=C1Cl)F)Cl)OC2=C(N=CC(=C2)C3=CN(N=C3)C4CCNCC4)N. Drug 2: C1=CN(C(=O)N=C1N)C2C(C(C(O2)CO)O)O.Cl. Cell line: SK-MEL-28. Synergy scores: CSS=14.2, Synergy_ZIP=-3.02, Synergy_Bliss=4.04, Synergy_Loewe=-11.3, Synergy_HSA=0.592. (6) Cell line: DU-145. Drug 2: CS(=O)(=O)OCCCCOS(=O)(=O)C. Synergy scores: CSS=17.7, Synergy_ZIP=-1.83, Synergy_Bliss=3.09, Synergy_Loewe=-6.64, Synergy_HSA=1.52. Drug 1: CS(=O)(=O)CCNCC1=CC=C(O1)C2=CC3=C(C=C2)N=CN=C3NC4=CC(=C(C=C4)OCC5=CC(=CC=C5)F)Cl.